Dataset: Reaction yield outcomes from USPTO patents with 853,638 reactions. Task: Predict the reaction yield, written as a fraction of the theoretical maximum amount of product (1.0 means a 100% yield; for example, 0.34 means a 34% yield). (1) The catalyst is ClCCl. The yield is 0.960. The product is [CH2:1]([N:8]1[C:17]2[C:12](=[CH:13][C:14]([CH3:18])=[CH:15][CH:16]=2)[C:11]([N:23]2[CH2:28][CH2:27][NH:26][CH2:25][CH2:24]2)=[C:10]([C:20]#[N:21])[C:9]1=[O:22])[C:2]1[CH:7]=[CH:6][CH:5]=[CH:4][CH:3]=1. The reactants are [CH2:1]([N:8]1[C:17]2[C:12](=[CH:13][C:14]([CH3:18])=[CH:15][CH:16]=2)[C:11](Cl)=[C:10]([C:20]#[N:21])[C:9]1=[O:22])[C:2]1[CH:7]=[CH:6][CH:5]=[CH:4][CH:3]=1.[NH:23]1[CH2:28][CH2:27][NH:26][CH2:25][CH2:24]1. (2) The reactants are C[O:2][C:3]([C:5]1[CH:9]=[C:8]([C:10]2[CH:15]=[CH:14][C:13]([O:16][CH3:17])=[CH:12][CH:11]=2)[S:7][C:6]=1[NH2:18])=[O:4].[OH-].[Na+].O. The catalyst is CO. The product is [NH2:18][C:6]1[S:7][C:8]([C:10]2[CH:15]=[CH:14][C:13]([O:16][CH3:17])=[CH:12][CH:11]=2)=[CH:9][C:5]=1[C:3]([OH:4])=[O:2]. The yield is 0.910. (3) The reactants are [C:1]([C:3]1[CH:8]=[CH:7][CH:6]=[CH:5][C:4]=1[CH2:9][C:10]([O:12][CH3:13])=[O:11])#[CH:2].Cl[C:15]1[C:20]([C:21]([F:24])([F:23])[F:22])=[CH:19][N:18]=[C:17]([NH:25][C:26]2[CH:31]=[CH:30][C:29]([CH:32]3[CH2:37][CH2:36][N:35]([C:38]([O:40][C:41]([CH3:44])([CH3:43])[CH3:42])=[O:39])[CH2:34][CH2:33]3)=[CH:28][C:27]=2[O:45][CH3:46])[N:16]=1.C1(P(C2C=CC=CC=2)C2C=CC=CC=2)C=CC=CC=1.C(N(CC)CC)C. The catalyst is [Cu]I.Cl[Pd](Cl)([P](C1C=CC=CC=1)(C1C=CC=CC=1)C1C=CC=CC=1)[P](C1C=CC=CC=1)(C1C=CC=CC=1)C1C=CC=CC=1.O.CN(C=O)C. The product is [CH3:46][O:45][C:27]1[CH:28]=[C:29]([CH:32]2[CH2:37][CH2:36][N:35]([C:38]([O:40][C:41]([CH3:44])([CH3:43])[CH3:42])=[O:39])[CH2:34][CH2:33]2)[CH:30]=[CH:31][C:26]=1[NH:25][C:17]1[N:18]=[C:19]([C:2]#[C:1][C:3]2[CH:8]=[CH:7][CH:6]=[CH:5][C:4]=2[CH2:9][C:10]([O:12][CH3:13])=[O:11])[C:20]([C:21]([F:23])([F:24])[F:22])=[CH:15][N:16]=1. The yield is 0.980. (4) The reactants are [N+:1]([C:4]1[C:5]([NH:10][CH:11]2[CH2:16][CH2:15][CH:14]([NH2:17])[CH2:13][CH2:12]2)=[N:6][CH:7]=[CH:8][CH:9]=1)([O-:3])=[O:2].Cl[C:19]1[NH:23][C:22]2[CH:24]=[CH:25][CH:26]=[CH:27][C:21]=2[N:20]=1. The catalyst is CN1CCCC1=O.O. The product is [NH:20]1[C:21]2[CH:27]=[CH:26][CH:25]=[CH:24][C:22]=2[N:23]=[C:19]1[NH:17][CH:14]1[CH2:15][CH2:16][CH:11]([NH:10][C:5]2[C:4]([N+:1]([O-:3])=[O:2])=[CH:9][CH:8]=[CH:7][N:6]=2)[CH2:12][CH2:13]1. The yield is 0.538.